Task: Predict the reactants needed to synthesize the given product.. Dataset: Full USPTO retrosynthesis dataset with 1.9M reactions from patents (1976-2016) (1) The reactants are: [CH3:1][O:2][C:3]1[CH:8]=[CH:7][C:6]([S:9][C:10]2[CH:15]=[CH:14][CH:13]=[CH:12][CH:11]=2)=[C:5]([N+:16]([O-])=O)[CH:4]=1.Cl[Sn]Cl. Given the product [CH3:1][O:2][C:3]1[CH:8]=[CH:7][C:6]([S:9][C:10]2[CH:11]=[CH:12][CH:13]=[CH:14][CH:15]=2)=[C:5]([NH2:16])[CH:4]=1, predict the reactants needed to synthesize it. (2) The reactants are: [I-:1].[CH3:2][N+:3]1[CH:8]=[CH:7][C:6]([CH3:9])=[CH:5][CH:4]=1.[CH3:10][O:11][C:12]1[CH:19]=[C:18]([O:20][CH3:21])[C:17]([O:22][CH3:23])=[CH:16][C:13]=1[CH:14]=O.N1CCCCC1. Given the product [I-:1].[CH3:2][N+:3]1[CH:8]=[CH:7][C:6]([CH:9]=[CH:14][C:13]2[CH:16]=[C:17]([O:22][CH3:23])[C:18]([O:20][CH3:21])=[CH:19][C:12]=2[O:11][CH3:10])=[CH:5][CH:4]=1, predict the reactants needed to synthesize it. (3) Given the product [F:1][C:2]([F:24])([C:10]([F:22])([F:23])[CH2:11][O:12][CH2:13][CH2:14][CH2:15][C:16]1[CH:17]=[CH:18][CH:19]=[CH:20][CH:21]=1)[CH2:3][CH2:4][CH2:5][OH:6], predict the reactants needed to synthesize it. The reactants are: [F:1][C:2]([F:24])([C:10]([F:23])([F:22])[CH2:11][O:12][CH2:13][CH2:14][CH2:15][C:16]1[CH:21]=[CH:20][CH:19]=[CH:18][CH:17]=1)[CH2:3][CH2:4][C:5](OCC)=[O:6].FC(F)(CCC1C=CC=CC=1)CO. (4) Given the product [F:1][C:2]1[CH:3]=[C:4]([CH:5]=[CH:6][C:7]=1[F:8])[CH2:9][O:10][C:12]1[CH:29]=[C:16]2[NH:17][CH:18]([CH3:21])[CH2:19][CH2:20][N:15]2[C:14](=[O:30])[N:13]=1, predict the reactants needed to synthesize it. The reactants are: [F:1][C:2]1[CH:3]=[C:4]([CH2:9][OH:10])[CH:5]=[CH:6][C:7]=1[F:8].Cl[C:12]1[CH:29]=[C:16]2[N:17](C(OC(C)(C)C)=O)[CH:18]([CH3:21])[CH2:19][CH2:20][N:15]2[C:14](=[O:30])[N:13]=1. (5) Given the product [CH:1]1([CH:7]([C:19]2[CH:23]=[C:22]([C:24]3[CH:25]=[CH:26][C:27]([C:30]([F:31])([F:32])[F:33])=[CH:28][CH:29]=3)[O:21][C:20]=2[CH2:34][O:35][CH2:36][CH3:37])[O:8][C:9]2[CH:10]=[CH:11][C:12]([C:13]([OH:15])=[O:14])=[CH:17][CH:18]=2)[CH2:6][CH2:5][CH2:4][CH2:3][CH2:2]1, predict the reactants needed to synthesize it. The reactants are: [CH:1]1([CH:7]([C:19]2[CH:23]=[C:22]([C:24]3[CH:29]=[CH:28][C:27]([C:30]([F:33])([F:32])[F:31])=[CH:26][CH:25]=3)[O:21][C:20]=2[CH2:34][O:35][CH2:36][CH3:37])[O:8][C:9]2[CH:18]=[CH:17][C:12]([C:13]([O:15]C)=[O:14])=[CH:11][CH:10]=2)[CH2:6][CH2:5][CH2:4][CH2:3][CH2:2]1.[OH-].[Li+].O.Cl.